From a dataset of Catalyst prediction with 721,799 reactions and 888 catalyst types from USPTO. Predict which catalyst facilitates the given reaction. Reactant: [Cl:1][C:2]1[CH:3]=[C:4]([C:9]23[C:17](=O)[NH:16][CH2:15][CH:14]2[CH2:13][CH2:12][CH2:11][CH2:10]3)[CH:5]=[CH:6][C:7]=1[Cl:8].B.Cl. Product: [Cl:1][C:2]1[CH:3]=[C:4]([C:9]23[CH2:10][CH2:11][CH2:12][CH2:13][CH:14]2[CH2:15][NH:16][CH2:17]3)[CH:5]=[CH:6][C:7]=1[Cl:8]. The catalyst class is: 1.